This data is from Full USPTO retrosynthesis dataset with 1.9M reactions from patents (1976-2016). The task is: Predict the reactants needed to synthesize the given product. (1) Given the product [C:37]([CH2:36][CH2:35][CH2:34][CH2:33][O:23][C:18]1[CH:19]=[CH:20][CH:21]=[CH:22][C:17]=1[CH2:16][N:12]([CH:13]([CH3:15])[CH3:14])[C:10](=[O:11])[C:9]1[CH:8]=[CH:7][C:6]([C:2]2[O:1][CH:5]=[CH:4][CH:3]=2)=[CH:25][CH:24]=1)#[N:38], predict the reactants needed to synthesize it. The reactants are: [O:1]1[CH:5]=[CH:4][CH:3]=[C:2]1[C:6]1[CH:25]=[CH:24][C:9]([C:10]([N:12]([CH2:16][C:17]2[CH:22]=[CH:21][CH:20]=[CH:19][C:18]=2[OH:23])[CH:13]([CH3:15])[CH3:14])=[O:11])=[CH:8][CH:7]=1.C(=O)([O-])[O-].[K+].[K+].Br[CH2:33][CH2:34][CH2:35][CH2:36][C:37]#[N:38].O. (2) Given the product [Cl:1][C:2]1[CH:7]=[C:6]([CH2:8][OH:9])[CH:5]=[N:4][C:3]=1[CH:17]=[CH2:18], predict the reactants needed to synthesize it. The reactants are: [Cl:1][C:2]1[C:3]([CH:17]=[CH2:18])=[N:4][CH:5]=[C:6]([CH2:8][O:9][Si](C(C)(C)C)(C)C)[CH:7]=1.CCCC[N+](CCCC)(CCCC)CCCC.[F-].